Predict which catalyst facilitates the given reaction. From a dataset of Catalyst prediction with 721,799 reactions and 888 catalyst types from USPTO. (1) Reactant: [CH3:1][O:2][C:3]1[CH:8]=[CH:7][CH:6]=[CH:5][C:4]=1[SH:9].[H-].[Na+].C1(C)C=CC(S([O:21][CH2:22][C@@H:23]([CH2:26][CH3:27])[CH2:24]O)(=O)=O)=CC=1. Product: [CH2:26]([C@H:23]([CH2:24][S:9][C:4]1[CH:5]=[CH:6][CH:7]=[CH:8][C:3]=1[O:2][CH3:1])[CH2:22][OH:21])[CH3:27]. The catalyst class is: 9. (2) Reactant: [CH3:1][O:2][C:3](=[O:19])[CH:4]([C:9]1[CH:14]=[CH:13][C:12]([N+:15]([O-:17])=[O:16])=[C:11](Br)[CH:10]=1)[C:5]([O:7][CH3:8])=[O:6].[C:20]1(B(O)O)[CH2:25][CH2:24][CH2:23][CH2:22][CH:21]=1.[O-]P([O-])([O-])=O.[K+].[K+].[K+].CCOC(C)=O. Product: [CH3:1][O:2][C:3](=[O:19])[CH:4]([C:9]1[CH:14]=[CH:13][C:12]([N+:15]([O-:17])=[O:16])=[C:11]([C:20]2[CH2:25][CH2:24][CH2:23][CH2:22][CH:21]=2)[CH:10]=1)[C:5]([O:7][CH3:8])=[O:6]. The catalyst class is: 151. (3) Reactant: [C-:1]#[N:2].[Na+].[Cl:4][C:5]1[CH:10]=[CH:9][CH:8]=[CH:7][C:6]=1[N:11]1[CH:19]=[N:18][C:17]2[C:12]1=[N:13][C:14](S(CCC)(=O)=O)=[N:15][C:16]=2[N:20]1[CH2:25][CH2:24][O:23][CH2:22][CH2:21]1. Product: [Cl:4][C:5]1[CH:10]=[CH:9][CH:8]=[CH:7][C:6]=1[N:11]1[CH:19]=[N:18][C:17]2[C:12]1=[N:13][C:14]([C:1]#[N:2])=[N:15][C:16]=2[N:20]1[CH2:21][CH2:22][O:23][CH2:24][CH2:25]1. The catalyst class is: 16. (4) Reactant: [CH2:1]([O:3][C:4](=[O:12])[CH:5]([C:10]#[N:11])[CH2:6][CH2:7][CH:8]=[CH2:9])[CH3:2].CN(C=O)C.[H-].[Na+].Cl[CH2:21][C:22]1[CH:27]=[C:26]([O:28][C:29]2[CH:34]=[CH:33][CH:32]=[CH:31][CH:30]=2)[CH:25]=[CH:24][C:23]=1[N+:35]([O-:37])=[O:36]. Product: [CH2:1]([O:3][C:4](=[O:12])[C:5]([C:10]#[N:11])([CH2:21][C:22]1[CH:27]=[C:26]([O:28][C:29]2[CH:34]=[CH:33][CH:32]=[CH:31][CH:30]=2)[CH:25]=[CH:24][C:23]=1[N+:35]([O-:37])=[O:36])[CH2:6][CH2:7][CH:8]=[CH2:9])[CH3:2]. The catalyst class is: 13. (5) Reactant: [Cl:1][C:2]1[CH:3]=[C:4]([C:12]2[O:16][N:15]=[C:14]([C:17]3[CH:18]=[CH:19][CH:20]=[C:21]4[C:25]=3[NH:24][CH:23]=[C:22]4[CH2:26][NH:27][CH2:28][CH2:29][C:30]([O:32]CC)=[O:31])[N:13]=2)[CH:5]=[CH:6][C:7]=1[O:8][CH:9]([CH3:11])[CH3:10].[OH-].[Na+]. Product: [Cl:1][C:2]1[CH:3]=[C:4]([C:12]2[O:16][N:15]=[C:14]([C:17]3[CH:18]=[CH:19][CH:20]=[C:21]4[C:25]=3[NH:24][CH:23]=[C:22]4[CH2:26][NH:27][CH2:28][CH2:29][C:30]([OH:32])=[O:31])[N:13]=2)[CH:5]=[CH:6][C:7]=1[O:8][CH:9]([CH3:10])[CH3:11]. The catalyst class is: 193. (6) Reactant: [F:1][C:2]([F:27])([F:26])[C:3]1[CH:4]=[C:5]([CH2:9][CH2:10][C:11]([NH:13][NH:14][C:15]([C:17]2[CH:25]=[CH:24][C:20]3[N:21]=[CH:22][S:23][C:19]=3[CH:18]=2)=O)=[O:12])[CH:6]=[CH:7][CH:8]=1.C1(C)C=CC(S(Cl)(=O)=O)=CC=1. Product: [F:27][C:2]([F:1])([F:26])[C:3]1[CH:4]=[C:5]([CH2:9][CH2:10][C:11]2[O:12][C:15]([C:17]3[CH:25]=[CH:24][C:20]4[N:21]=[CH:22][S:23][C:19]=4[CH:18]=3)=[N:14][N:13]=2)[CH:6]=[CH:7][CH:8]=1. The catalyst class is: 300. (7) Reactant: [CH2:1]([O:3][C:4](=[O:25])[C:5]1[CH:10]=[CH:9][CH:8]=[C:7]([N:11]2[C:15]([CH3:16])=[CH:14][CH:13]=[C:12]2[C:17]2[CH:22]=[C:21]([Br:23])[CH:20]=[CH:19][C:18]=2[OH:24])[CH:6]=1)[CH3:2].C(=O)([O-])[O-].[K+].[K+].[CH3:32][C:33]1[CH:40]=[CH:39][CH:38]=[CH:37][C:34]=1[CH2:35]Br. Product: [CH2:1]([O:3][C:4](=[O:25])[C:5]1[CH:10]=[CH:9][CH:8]=[C:7]([N:11]2[C:15]([CH3:16])=[CH:14][CH:13]=[C:12]2[C:17]2[CH:22]=[C:21]([Br:23])[CH:20]=[CH:19][C:18]=2[O:24][CH2:32][C:33]2[CH:40]=[CH:39][CH:38]=[CH:37][C:34]=2[CH3:35])[CH:6]=1)[CH3:2]. The catalyst class is: 31. (8) Reactant: [C:1]([NH:4][C:5]([CH:26]1[CH2:32][C@H:31]2[NH:33][C@H:28]([CH2:29][CH2:30]2)[CH2:27]1)([CH2:13][CH2:14][CH2:15][CH2:16][B:17]1[O:21][C:20]([CH3:23])([CH3:22])[C:19]([CH3:25])([CH3:24])[O:18]1)[C:6]([NH:8][C:9]([CH3:12])([CH3:11])[CH3:10])=[O:7])(=[O:3])[CH3:2].[Cl:34][C:35]1[CH:36]=[C:37]([CH:40]=[CH:41][C:42]=1[Cl:43])[CH:38]=O.C(O)(=O)C.C(O[BH-](OC(=O)C)OC(=O)C)(=O)C.[Na+]. Product: [C:1]([NH:4][C:5]([CH:26]1[CH2:32][C@H:31]2[N:33]([CH2:38][C:37]3[CH:40]=[CH:41][C:42]([Cl:43])=[C:35]([Cl:34])[CH:36]=3)[C@H:28]([CH2:29][CH2:30]2)[CH2:27]1)([CH2:13][CH2:14][CH2:15][CH2:16][B:17]1[O:21][C:20]([CH3:22])([CH3:23])[C:19]([CH3:24])([CH3:25])[O:18]1)[C:6]([NH:8][C:9]([CH3:10])([CH3:11])[CH3:12])=[O:7])(=[O:3])[CH3:2]. The catalyst class is: 26.